Task: Predict the reactants needed to synthesize the given product.. Dataset: Full USPTO retrosynthesis dataset with 1.9M reactions from patents (1976-2016) (1) Given the product [C:20]1([C:28]2[CH:29]=[CH:30][CH:31]=[CH:32][CH:33]=2)[CH:25]=[CH:24][CH:23]=[C:22]([CH2:26][N:1]2[CH:2]([C:10]3[C:11]([O:18][CH3:19])=[N:12][CH:13]=[CH:14][C:15]=3[O:16][CH3:17])[CH2:3][CH2:4][CH2:5][C:6]2=[O:8])[CH:21]=1, predict the reactants needed to synthesize it. The reactants are: [NH2:1][CH:2]([C:10]1[C:11]([O:18][CH3:19])=[N:12][CH:13]=[CH:14][C:15]=1[O:16][CH3:17])[CH2:3][CH2:4][CH2:5][C:6]([O:8]C)=O.[C:20]1([C:28]2[CH:33]=[CH:32][CH:31]=[CH:30][CH:29]=2)[CH:25]=[CH:24][CH:23]=[C:22]([CH:26]=O)[CH:21]=1. (2) Given the product [CH:1]1([N:4]2[C:8]3[C:9]([O:22][C@@H:23]([C@H:25]4[CH2:29][NH:28][C:27](=[O:30])[CH2:26]4)[CH3:24])=[CH:10][C:11]([C:32]4[N:33]=[C:34]([CH3:37])[S:35][CH:36]=4)=[CH:12][C:7]=3[N:6]=[CH:5]2)[CH2:3][CH2:2]1, predict the reactants needed to synthesize it. The reactants are: [CH:1]1([N:4]2[C:8]3[C:9]([O:22][C@@H:23]([C@H:25]4[CH2:29][NH:28][C:27](=[O:30])[CH2:26]4)[CH3:24])=[CH:10][C:11](B4OC(C)(C)C(C)(C)O4)=[CH:12][C:7]=3[N:6]=[CH:5]2)[CH2:3][CH2:2]1.Br[C:32]1[N:33]=[C:34]([CH3:37])[S:35][CH:36]=1.C([O-])([O-])=O.[Na+].[Na+].N#N.